This data is from Forward reaction prediction with 1.9M reactions from USPTO patents (1976-2016). The task is: Predict the product of the given reaction. (1) Given the reactants [CH3:1][O:2][C:3]1[CH:12]=[CH:11][C:6]([C:7]([O:9][CH3:10])=[O:8])=[CH:5][C:4]=1[CH3:13].C1C(=O)N([Br:21])C(=O)C1.C(OOC(=O)C1C=CC=CC=1)(=O)C1C=CC=CC=1, predict the reaction product. The product is: [Br:21][CH2:13][C:4]1[CH:5]=[C:6]([CH:11]=[CH:12][C:3]=1[O:2][CH3:1])[C:7]([O:9][CH3:10])=[O:8]. (2) Given the reactants [C:1](Cl)(=[O:3])[CH3:2].[CH3:5][O:6][C:7]1[CH:8]=[CH:9][C:10]([CH3:14])=[C:11]([OH:13])[CH:12]=1, predict the reaction product. The product is: [OH:13][C:11]1[C:10]([CH3:14])=[CH:9][C:8]([C:1](=[O:3])[CH3:2])=[C:7]([O:6][CH3:5])[CH:12]=1. (3) Given the reactants [CH2:1]([Mg]Br)[CH3:2].[CH:5](=[O:14])[CH2:6][CH2:7][C:8]1[CH:13]=[CH:12][CH:11]=[CH:10][CH:9]=1.Cl, predict the reaction product. The product is: [C:8]1([CH2:7][CH2:6][CH:5]([OH:14])[CH2:1][CH3:2])[CH:13]=[CH:12][CH:11]=[CH:10][CH:9]=1. (4) Given the reactants [OH:1][C:2]1[CH:3]=[C:4]2[C:9](=[CH:10][CH:11]=1)[CH:8]=[C:7]([CH:12]=[O:13])[CH:6]=[CH:5]2.C(=O)([O-])[O-].[Cs+].[Cs+].S(C1C=CC(C)=CC=1)(O[CH2:24][CH2:25][CH2:26][F:27])(=O)=O, predict the reaction product. The product is: [F:27][CH2:26][CH2:25][CH2:24][O:1][C:2]1[CH:3]=[C:4]2[C:9](=[CH:10][CH:11]=1)[CH:8]=[C:7]([CH:12]=[O:13])[CH:6]=[CH:5]2. (5) Given the reactants [C:1]1([N:7]2[C:13]3([CH2:15][CH2:14]3)[CH2:12][O:11][C:10]3[CH:16]=[C:17]([C:20](OC)=[O:21])[CH:18]=[CH:19][C:9]=3[CH2:8]2)[CH:6]=[CH:5][CH:4]=[CH:3][CH:2]=1.[NH2:24][OH:25].[OH-].[Na+].C1COCC1.CO, predict the reaction product. The product is: [OH:25][NH:24][C:20]([C:17]1[CH:18]=[CH:19][C:9]2[CH2:8][N:7]([C:1]3[CH:2]=[CH:3][CH:4]=[CH:5][CH:6]=3)[C:13]3([CH2:12][O:11][C:10]=2[CH:16]=1)[CH2:15][CH2:14]3)=[O:21]. (6) Given the reactants [Br:1][C:2]1[CH:3]=[C:4]([OH:13])[CH:5]=[CH:6][C:7]=1[O:8][C:9]([F:12])([F:11])[F:10].[CH2:14](I)[CH3:15].C(=O)([O-])[O-].[K+].[K+], predict the reaction product. The product is: [Br:1][C:2]1[CH:3]=[C:4]([O:13][CH2:14][CH3:15])[CH:5]=[CH:6][C:7]=1[O:8][C:9]([F:11])([F:12])[F:10]. (7) Given the reactants [Br:1][C:2]1[CH:3]=[CH:4][C:5]([F:15])=[C:6]([C:8]23[CH2:13][CH:12]2[CH2:11][O:10][C:9]3=[O:14])[CH:7]=1.[NH3:16], predict the reaction product. The product is: [Br:1][C:2]1[CH:3]=[CH:4][C:5]([F:15])=[C:6]([C:8]2([C:9]([NH2:16])=[O:14])[CH2:13][CH:12]2[CH2:11][OH:10])[CH:7]=1.